This data is from Forward reaction prediction with 1.9M reactions from USPTO patents (1976-2016). The task is: Predict the product of the given reaction. (1) The product is: [C:1]([C:4]1[CH:13]([C:14]2[CH:21]=[CH:20][C:17]([C:18]#[N:19])=[CH:16][C:15]=2[O:22][C:23]([F:26])([F:25])[F:24])[C:12]2[C:7](=[CH:8][CH:9]=[N:10][C:11]=2[O:27][CH2:35][CH3:36])[NH:6][C:5]=1[CH3:28])(=[O:3])[CH3:2]. Given the reactants [C:1]([C:4]1[CH:13]([C:14]2[CH:21]=[CH:20][C:17]([C:18]#[N:19])=[CH:16][C:15]=2[O:22][C:23]([F:26])([F:25])[F:24])[C:12]2[C:11](=[O:27])[NH:10][CH:9]=[CH:8][C:7]=2[NH:6][C:5]=1[CH3:28])(=[O:3])[CH3:2].FC(F)(F)S(O[CH2:35][CH3:36])(=O)=O.C(=O)(O)[O-].[Na+], predict the reaction product. (2) Given the reactants [F:1][C:2]([F:14])([F:13])[C:3]1[N:4]=[CH:5][C:6]2[CH2:12][NH:11][CH2:10][CH2:9][C:7]=2[N:8]=1.[CH3:15][S:16]([C:19]1[CH:20]=[CH:21][C:22]([O:28][C@H:29]([CH3:34])[C:30]([F:33])([F:32])[F:31])=[C:23]([CH:27]=1)[C:24](O)=[O:25])(=[O:18])=[O:17], predict the reaction product. The product is: [CH3:15][S:16]([C:19]1[CH:20]=[CH:21][C:22]([O:28][C@H:29]([CH3:34])[C:30]([F:31])([F:32])[F:33])=[C:23]([C:24]([N:11]2[CH2:10][CH2:9][C:7]3[N:8]=[C:3]([C:2]([F:1])([F:13])[F:14])[N:4]=[CH:5][C:6]=3[CH2:12]2)=[O:25])[CH:27]=1)(=[O:18])=[O:17]. (3) Given the reactants [CH:1]1([CH2:4][N:5]([C@@H:13]2[CH2:15][C@H:14]2[C:16]2[CH:21]=[CH:20][C:19]([F:22])=[C:18]([C:23](=[O:31])[NH:24][CH:25]3[CH2:28][C:27]([F:30])([F:29])[CH2:26]3)[CH:17]=2)C(=O)OC(C)(C)C)[CH2:3][CH2:2]1.[ClH:32].CO, predict the reaction product. The product is: [ClH:32].[CH:1]1([CH2:4][NH:5][C@@H:13]2[CH2:15][C@H:14]2[C:16]2[CH:21]=[CH:20][C:19]([F:22])=[C:18]([CH:17]=2)[C:23]([NH:24][CH:25]2[CH2:28][C:27]([F:30])([F:29])[CH2:26]2)=[O:31])[CH2:3][CH2:2]1. (4) Given the reactants C([O:9][C@@H:10]1[C@@H:37]([O:38]C(=O)C2C=CC=CC=2)[C@H:36]([O:47]C(=O)C2C=CC=CC=2)[C@@H:35]([C@@H:56]([CH3:66])[O:57]C(=O)C2C=CC=CC=2)[O:34][C@H:11]1[O:12][C:13]1[CH:18]=[C:17]([CH2:19][O:20]C(=O)C)[CH:16]=[C:15]([CH3:24])[C:14]=1[CH2:25][C:26]1[CH:31]=[CH:30][C:29]([CH2:32][CH3:33])=[CH:28][CH:27]=1)(=O)C1C=CC=CC=1.C(=O)([O-])[O-].[K+].[K+], predict the reaction product. The product is: [O:12]([C:13]1[CH:18]=[C:17]([CH2:19][OH:20])[CH:16]=[C:15]([CH3:24])[C:14]=1[CH2:25][C:26]1[CH:31]=[CH:30][C:29]([CH2:32][CH3:33])=[CH:28][CH:27]=1)[C@@H:11]1[O:34][C@H:35]([C@@H:56]([CH3:66])[OH:57])[C@@H:36]([OH:47])[C@H:37]([OH:38])[C@H:10]1[OH:9]. (5) Given the reactants [N:1]1[CH:6]=[CH:5][CH:4]=[CH:3][C:2]=1[C:7](=O)[CH2:8][C:9](=O)[C:10]([F:13])([F:12])[F:11].C(C1C=CC=CN=1)(=O)C.[NH2:25][C:26]1[C:30]([C:31]#[N:32])=[CH:29][NH:28][N:27]=1, predict the reaction product. The product is: [N:1]1[CH:6]=[CH:5][CH:4]=[CH:3][C:2]=1[C:7]1[CH:8]=[C:9]([C:10]([F:13])([F:12])[F:11])[N:27]2[N:28]=[CH:29][C:30]([C:31]#[N:32])=[C:26]2[N:25]=1. (6) The product is: [CH:25]1([C:28]2[C:29]([O:42][CH2:43][C:44]([F:47])([F:46])[F:45])=[CH:30][C:31]([C:34]3[O:41][C:38]([CH3:40])([CH3:39])[CH2:37][N:36]=3)=[N:32][CH:33]=2)[CH2:27][CH2:26]1. Given the reactants C1(C2C(OCC(F)(F)F)=CC(C(O)=O)=NC=2)CC1.NCC(C)(O)C.[CH:25]1([C:28]2[C:29]([O:42][CH2:43][C:44]([F:47])([F:46])[F:45])=[CH:30][C:31]([C:34]([NH:36][CH2:37][C:38]([OH:41])([CH3:40])[CH3:39])=O)=[N:32][CH:33]=2)[CH2:27][CH2:26]1.CS(O)(=O)=O, predict the reaction product. (7) Given the reactants [N+:1]([C:4]1[CH:5]=[C:6]([OH:12])[C:7]([O:10][CH3:11])=[CH:8][CH:9]=1)([O-:3])=[O:2].[C:13](=O)([O-])[O-].[Cs+].[Cs+].[Br:19][CH2:20]CBr, predict the reaction product. The product is: [Br:19][CH2:20][CH2:11][O:10][C:7]1[CH:8]=[CH:9][C:4]([N+:1]([O-:3])=[O:2])=[CH:5][C:6]=1[O:12][CH3:13].